Dataset: Forward reaction prediction with 1.9M reactions from USPTO patents (1976-2016). Task: Predict the product of the given reaction. (1) Given the reactants Br[C:2]1[CH:3]=[CH:4][C:5]([CH:8]([OH:11])[CH2:9][CH3:10])=[N:6][CH:7]=1.[C:12]([C:14]1[CH:19]=[CH:18][C:17](B(O)O)=[CH:16][CH:15]=1)#[N:13].C([O-])([O-])=O.[Na+].[Na+], predict the reaction product. The product is: [OH:11][CH:8]([C:5]1[N:6]=[CH:7][C:2]([C:17]2[CH:18]=[CH:19][C:14]([C:12]#[N:13])=[CH:15][CH:16]=2)=[CH:3][CH:4]=1)[CH2:9][CH3:10]. (2) Given the reactants [F:1][C:2]([F:27])([O:7][C:8]1[CH:13]=[CH:12][C:11]([N:14]2[CH:18]=[N:17][C:16]([C:19]3[CH:26]=[CH:25][C:22]([CH:23]=[O:24])=[CH:21][CH:20]=3)=[N:15]2)=[CH:10][CH:9]=1)[C:3]([F:6])([F:5])[F:4].Br([O-])(=O)=[O:29].[Na+].S(=O)(=O)(O)[O-].[Na+].O, predict the reaction product. The product is: [F:27][C:2]([F:1])([O:7][C:8]1[CH:9]=[CH:10][C:11]([N:14]2[CH:18]=[N:17][C:16]([C:19]3[CH:20]=[CH:21][C:22]([C:23]([OH:29])=[O:24])=[CH:25][CH:26]=3)=[N:15]2)=[CH:12][CH:13]=1)[C:3]([F:6])([F:5])[F:4]. (3) Given the reactants [Na].Br[C:3]1[C:8]([C:9]2[CH:14]=[C:13]([F:15])[CH:12]=[C:11]([F:16])[CH:10]=2)=[C:7]([C:17](=[O:19])[CH3:18])[CH:6]=[C:5]([Cl:20])[C:4]=1[CH3:21].[N:22]1[CH:27]=[CH:26][C:25](B(O)O)=[CH:24][CH:23]=1, predict the reaction product. The product is: [Cl:20][C:5]1[C:4]([CH3:21])=[C:3]([C:25]2[CH:26]=[CH:27][N:22]=[CH:23][CH:24]=2)[C:8]([C:9]2[CH:14]=[C:13]([F:15])[CH:12]=[C:11]([F:16])[CH:10]=2)=[C:7]([C:17](=[O:19])[CH3:18])[CH:6]=1. (4) Given the reactants [H-].[Na+].[CH2:3]([N:10]([CH2:15]/[CH:16]=[CH:17]/[C:18]1[CH:23]=[CH:22][CH:21]=[CH:20][CH:19]=1)[CH2:11][CH2:12][C:13]#[N:14])[C:4]1[CH:9]=[CH:8][CH:7]=[CH:6][CH:5]=1.CC(O)=O.O, predict the reaction product. The product is: [CH2:3]([N:10]1[CH2:15][CH:16]([CH2:17][C:18]2[CH:19]=[CH:20][CH:21]=[CH:22][CH:23]=2)[CH:12]([C:13]#[N:14])[CH2:11]1)[C:4]1[CH:5]=[CH:6][CH:7]=[CH:8][CH:9]=1. (5) Given the reactants [Br:1][C:2]1[CH:3]=[C:4]([C:7]([NH:9][C@@H:10]([CH2:20][C:21]2[CH:26]=[CH:25][CH:24]=[CH:23][CH:22]=2)[CH2:11][NH:12][C:13](=[O:19])[O:14][C:15]([CH3:18])([CH3:17])[CH3:16])=[O:8])[S:5][CH:6]=1.N[C@@H](CC1C=CC([Cl:48])=CC=1Cl)CN1C(=O)C2C(=CC=CC=2)C1=O.C1C(=O)N(Cl)C(=O)C1, predict the reaction product. The product is: [Br:1][C:2]1[CH:3]=[C:4]([C:7]([NH:9][C@@H:10]([CH2:20][C:21]2[CH:22]=[CH:23][CH:24]=[CH:25][CH:26]=2)[CH2:11][NH:12][C:13](=[O:19])[O:14][C:15]([CH3:18])([CH3:17])[CH3:16])=[O:8])[S:5][C:6]=1[Cl:48]. (6) Given the reactants [CH:1]1([CH2:7][C:8]([OH:10])=O)[CH2:6][CH2:5][CH2:4][CH2:3][CH2:2]1.Cl.CN(C)CCCN=C=NCC.[O:23]1[CH2:28][CH2:27][CH2:26][CH2:25][CH:24]1[N:29]1[C:37]2[C:32](=[CH:33][C:34]([C:38]3[N:42]=[CH:41][N:40]([C:43]([C:56]4[CH:61]=[CH:60][CH:59]=[CH:58][CH:57]=4)([C:50]4[CH:55]=[CH:54][CH:53]=[CH:52][CH:51]=4)[C:44]4[CH:49]=[CH:48][CH:47]=[CH:46][CH:45]=4)[N:39]=3)=[CH:35][CH:36]=2)[C:31]([C:62]2[CH:63]=[C:64]([NH2:68])[CH:65]=[CH:66][CH:67]=2)=[N:30]1, predict the reaction product. The product is: [CH:1]1([CH2:7][C:8]([NH:68][C:64]2[CH:65]=[CH:66][CH:67]=[C:62]([C:31]3[C:32]4[C:37](=[CH:36][CH:35]=[C:34]([C:38]5[N:42]=[CH:41][N:40]([C:43]([C:44]6[CH:45]=[CH:46][CH:47]=[CH:48][CH:49]=6)([C:50]6[CH:55]=[CH:54][CH:53]=[CH:52][CH:51]=6)[C:56]6[CH:61]=[CH:60][CH:59]=[CH:58][CH:57]=6)[N:39]=5)[CH:33]=4)[N:29]([CH:24]4[CH2:25][CH2:26][CH2:27][CH2:28][O:23]4)[N:30]=3)[CH:63]=2)=[O:10])[CH2:2][CH2:3][CH2:4][CH2:5][CH2:6]1. (7) Given the reactants C(O[BH3-])(=O)C.[Na+].[Cl:7]CCCl.CN(C)C=O.[ClH:16].Cl.[NH2:18][C:19]1[N:24]=[C:23]([C:25]2[CH:30]=[C:29](C)[CH:28]=[CH:27][C:26]=2[OH:32])[CH:22]=[C:21]([CH:33]2[CH2:38][CH2:37][NH:36][CH2:35][CH2:34]2)[N:20]=1.[NH:39]1[C:47]2[C:42](=[CH:43][CH:44]=[CH:45][CH:46]=2)[C:41]([CH:48]=O)=[CH:40]1, predict the reaction product. The product is: [ClH:7].[ClH:16].[NH2:18][C:19]1[N:24]=[C:23]([C:25]2[CH:30]=[CH:29][CH:28]=[CH:27][C:26]=2[OH:32])[CH:22]=[C:21]([CH:33]2[CH2:34][CH2:35][N:36]([CH2:48][C:41]3[C:42]4[C:47](=[CH:46][CH:45]=[CH:44][CH:43]=4)[NH:39][CH:40]=3)[CH2:37][CH2:38]2)[N:20]=1.